Dataset: Reaction yield outcomes from USPTO patents with 853,638 reactions. Task: Predict the reaction yield, written as a fraction of the theoretical maximum amount of product (1.0 means a 100% yield; for example, 0.34 means a 34% yield). (1) The reactants are [NH2:1][C:2]1[CH:7]=[CH:6][C:5]([SH:8])=[CH:4][CH:3]=1.C(N(CC)CC)C.[CH3:16][O:17][C:18](=[O:25])[CH2:19][CH2:20][CH2:21][CH2:22][CH2:23]Br.[I-].C([NH3+])(C)(C)C. The catalyst is CO. The product is [CH3:16][O:17][C:18](=[O:25])[CH2:19][CH2:20][CH2:21][CH2:22][CH2:23][S:8][C:5]1[CH:6]=[CH:7][C:2]([NH2:1])=[CH:3][CH:4]=1. The yield is 0.620. (2) The reactants are [Cl:1][C:2]1[N:11]=[C:10](Cl)[C:9]2[CH2:8][CH2:7][CH2:6][CH:5]([C:13]3[CH:18]=[CH:17][CH:16]=[CH:15][CH:14]=3)[C:4]=2[N:3]=1.[Cl-].[NH4+]. The catalyst is CC(C)=O.O.[Zn]. The yield is 0.524. The product is [Cl:1][C:2]1[N:11]=[CH:10][C:9]2[CH2:8][CH2:7][CH2:6][CH:5]([C:13]3[CH:18]=[CH:17][CH:16]=[CH:15][CH:14]=3)[C:4]=2[N:3]=1. (3) The yield is 0.160. The product is [Cl:13][C:14]1[C:19]([Cl:20])=[CH:18][CH:17]=[CH:16][C:15]=1[NH:21][C:22](=[O:25])[CH2:23][N:10]1[CH2:9][CH2:8][N:7]([C:2]2[CH:3]=[CH:4][CH:5]=[CH:6][N:1]=2)[CH2:12][CH2:11]1. The reactants are [N:1]1[CH:6]=[CH:5][CH:4]=[CH:3][C:2]=1[N:7]1[CH2:12][CH2:11][NH:10][CH2:9][CH2:8]1.[Cl:13][C:14]1[C:19]([Cl:20])=[CH:18][CH:17]=[CH:16][C:15]=1[NH:21][C:22](=[O:25])[CH2:23]Cl.C(=O)([O-])[O-].[Na+].[Na+]. The catalyst is CN(C)C=O.O. (4) The reactants are C(O)(=O)C.[CH3:5][O:6][C:7]1[CH:19]=[C:18]([N+:20]([O-])=O)[CH:17]=[CH:16][C:8]=1[O:9][C:10]1[N:15]=[CH:14][CH:13]=[CH:12][N:11]=1. The catalyst is O.CCO.[Fe]. The product is [CH3:5][O:6][C:7]1[CH:19]=[C:18]([CH:17]=[CH:16][C:8]=1[O:9][C:10]1[N:11]=[CH:12][CH:13]=[CH:14][N:15]=1)[NH2:20]. The yield is 1.00.